Predict the reaction yield, written as a fraction of the theoretical maximum amount of product (1.0 means a 100% yield; for example, 0.34 means a 34% yield). From a dataset of Reaction yield outcomes from USPTO patents with 853,638 reactions. (1) The reactants are O=P12OP3(OP(OP(O3)(O1)=O)(=O)O2)=O.[Br:15][C:16]1[CH:17]=[C:18]2[C:22](=[CH:23][CH:24]=1)[NH:21][C:20]([C:25]([NH:27][CH2:28][CH2:29][C:30]([OH:32])=O)=[O:26])=[CH:19]2. The catalyst is CS(O)(=O)=O. The product is [Br:15][C:16]1[CH:17]=[C:18]2[C:22](=[CH:23][CH:24]=1)[NH:21][C:20]1[C:25](=[O:26])[NH:27][CH2:28][CH2:29][C:30](=[O:32])[C:19]2=1. The yield is 0.970. (2) The reactants are [C:1]([C@@:18]1(C(O)=O)[CH2:22][C@@H:21]([NH2:23])[CH2:20][N:19]1[C:24]([O:26][C:27]([CH3:30])([CH3:29])[CH3:28])=[O:25])([O:3]CC1C2C(=CC=CC=2)C2C1=CC=CC=2)=[O:2]. The yield is 0.400. The catalyst is C(#N)C.N1CCCC1. The product is [NH2:23][CH:21]1[CH2:20][N:19]([C:24]([O:26][C:27]([CH3:28])([CH3:29])[CH3:30])=[O:25])[CH:18]([C:1]([OH:3])=[O:2])[CH2:22]1. (3) The reactants are Cl.[NH2:2][OH:3].[Br:4][C:5]1[N:6]=[CH:7][C:8]([NH:11][C:12](=[O:33])[CH:13]([C:22]2[CH:27]=[CH:26][C:25]([S:28]([CH3:31])(=[O:30])=[O:29])=[C:24]([Cl:32])[CH:23]=2)[CH2:14][CH:15]2[CH2:20][CH2:19][C:18](=O)[CH2:17][CH2:16]2)=[N:9][CH:10]=1. The catalyst is CO.N1C=CC=CC=1. The product is [Br:4][C:5]1[N:6]=[CH:7][C:8]([NH:11][C:12](=[O:33])[CH:13]([C:22]2[CH:27]=[CH:26][C:25]([S:28]([CH3:31])(=[O:30])=[O:29])=[C:24]([Cl:32])[CH:23]=2)[CH2:14][CH:15]2[CH2:20][CH2:19][C:18](=[N:2][OH:3])[CH2:17][CH2:16]2)=[N:9][CH:10]=1. The yield is 0.800. (4) The reactants are [CH2:1]([N:3]([CH2:36][CH3:37])[CH2:4][CH2:5][CH2:6][NH:7][C:8]1[N:9]=[C:10]([C:27]2[CH:28]=[C:29]([CH:33]=[CH:34][CH:35]=2)[C:30](O)=[O:31])[C:11]2[CH:17]=[CH:16][C:15](=[O:18])[N:14]([C:19]3[C:24]([F:25])=[CH:23][CH:22]=[CH:21][C:20]=3[F:26])[C:12]=2[N:13]=1)[CH3:2].[CH3:38][N:39](C(ON1N=NC2C=CC=CC1=2)=[N+](C)C)C.F[P-](F)(F)(F)(F)F.C(N(CC)CC)C.CN. The catalyst is CN(C=O)C.C1COCC1. The product is [CH2:36]([N:3]([CH2:1][CH3:2])[CH2:4][CH2:5][CH2:6][NH:7][C:8]1[N:9]=[C:10]([C:27]2[CH:28]=[C:29]([CH:33]=[CH:34][CH:35]=2)[C:30]([NH:39][CH3:38])=[O:31])[C:11]2[CH:17]=[CH:16][C:15](=[O:18])[N:14]([C:19]3[C:20]([F:26])=[CH:21][CH:22]=[CH:23][C:24]=3[F:25])[C:12]=2[N:13]=1)[CH3:37]. The yield is 0.310. (5) The reactants are Br[C:2]1[CH:3]=[CH:4][C:5]([O:10][CH2:11][CH2:12][O:13][Si:14]([C:17]([CH3:20])([CH3:19])[CH3:18])([CH3:16])[CH3:15])=[C:6]([CH:9]=1)[CH:7]=[O:8].[CH:21]1(B(O)O)[CH2:23][CH2:22]1.P([O-])([O-])([O-])=O.[K+].[K+].[K+]. The catalyst is C1(C)C=CC=CC=1.O. The product is [C:17]([Si:14]([CH3:16])([CH3:15])[O:13][CH2:12][CH2:11][O:10][C:5]1[CH:4]=[CH:3][C:2]([CH:21]2[CH2:23][CH2:22]2)=[CH:9][C:6]=1[CH:7]=[O:8])([CH3:20])([CH3:19])[CH3:18]. The yield is 0.762.